Dataset: Full USPTO retrosynthesis dataset with 1.9M reactions from patents (1976-2016). Task: Predict the reactants needed to synthesize the given product. (1) The reactants are: [CH3:1][C:2]1[CH:7]=[CH:6][CH:5]=[CH:4][C:3]=1[C:8]1[C:17]([NH2:18])=[CH:16][CH:15]=[C:14]2[C:9]=1[CH:10]=[CH:11][C:12]([N:19]1[CH2:24][CH2:23][O:22][CH2:21][CH2:20]1)=[N:13]2.C(Cl)CCl.[F:29][C:30]([F:48])([F:47])[C:31]1[CH:32]=[C:33]([C:41]([CH3:46])([CH3:45])[C:42](O)=[O:43])[CH:34]=[C:35]([C:37]([F:40])([F:39])[F:38])[CH:36]=1. Given the product [F:29][C:30]([F:47])([F:48])[C:31]1[CH:32]=[C:33]([C:41]([CH3:45])([CH3:46])[C:42]([NH:18][C:17]2[C:8]([C:3]3[CH:4]=[CH:5][CH:6]=[CH:7][C:2]=3[CH3:1])=[C:9]3[C:14](=[CH:15][CH:16]=2)[N:13]=[C:12]([N:19]2[CH2:24][CH2:23][O:22][CH2:21][CH2:20]2)[CH:11]=[CH:10]3)=[O:43])[CH:34]=[C:35]([C:37]([F:38])([F:39])[F:40])[CH:36]=1, predict the reactants needed to synthesize it. (2) The reactants are: [CH2:1]([O:3][C:4]1[CH:10]=[CH:9][C:7]([NH2:8])=[C:6]([N+:11]([O-:13])=[O:12])[CH:5]=1)[CH3:2].O[CH2:15][CH:16]([CH2:18]O)O.[Na+].[N+](C1C=C(S([O-])(=O)=O)C=CC=1)([O-])=O. Given the product [CH2:1]([O:3][C:4]1[CH:10]=[C:9]2[C:7](=[C:6]([N+:11]([O-:13])=[O:12])[CH:5]=1)[N:8]=[CH:18][CH:16]=[CH:15]2)[CH3:2], predict the reactants needed to synthesize it.